Dataset: Forward reaction prediction with 1.9M reactions from USPTO patents (1976-2016). Task: Predict the product of the given reaction. (1) Given the reactants Br[C:2]1[CH:7]=[N:6][CH:5]=[C:4]([Br:8])[N:3]=1.[C:9](=[O:12])([O-])[O-:10].[Na+].[Na+].[F:15][C:16]([F:31])([F:30])[CH2:17][NH:18][C:19]([C:21]1[CH:26]=[CH:25][C:24](B(O)O)=[CH:23][CH:22]=1)=[O:20].O, predict the reaction product. The product is: [Br:8][C:4]1[N:3]=[C:2]([C:24]2[CH:25]=[CH:26][C:21]([C:19]([NH:18][CH2:17][C:16]([F:30])([F:31])[F:15])=[O:20])=[CH:22][CH:23]=2)[CH:7]=[N:6][CH:5]=1.[C:9]([OH:10])([C:16]([F:31])([F:30])[F:15])=[O:12]. (2) Given the reactants [N+:1]([C:4]1[CH:13]=[CH:12][CH:11]=[C:10]2[C:5]=1[CH:6]=[CH:7][C:8]([CH3:14])=[N:9]2)([O-:3])=[O:2].C(OOC(=O)C1C=CC=CC=1)(=O)C1C=CC=CC=1.[Br:33]N1C(=O)CCC1=O, predict the reaction product. The product is: [Br:33][CH2:14][C:8]1[CH:7]=[CH:6][C:5]2[C:10](=[CH:11][CH:12]=[CH:13][C:4]=2[N+:1]([O-:3])=[O:2])[N:9]=1. (3) Given the reactants [OH:1][C:2]1[CH:3]=[C:4]2[C:8](=[CH:9][CH:10]=1)[NH:7][C:6]([C:11]([N:13]1[CH2:18][CH2:17][O:16][CH2:15][CH2:14]1)=[O:12])=[CH:5]2.[CH2:19]([N:26]1[CH2:31][CH2:30][CH:29](O)[CH2:28][CH2:27]1)[C:20]1[CH:25]=[CH:24][CH:23]=[CH:22][CH:21]=1, predict the reaction product. The product is: [CH2:19]([N:26]1[CH2:31][CH2:30][CH:29]([O:1][C:2]2[CH:3]=[C:4]3[C:8](=[CH:9][CH:10]=2)[NH:7][C:6]([C:11]([N:13]2[CH2:14][CH2:15][O:16][CH2:17][CH2:18]2)=[O:12])=[CH:5]3)[CH2:28][CH2:27]1)[C:20]1[CH:25]=[CH:24][CH:23]=[CH:22][CH:21]=1. (4) Given the reactants [CH:1]1([S:7][C:8]2[CH:15]=[CH:14][C:11]([C:12]#[N:13])=[CH:10][CH:9]=2)[CH2:6][CH2:5][CH2:4][CH2:3][CH2:2]1.[OH2:16].[OH:17]OS([O-])=O.[K+], predict the reaction product. The product is: [CH:1]1([S:7]([C:8]2[CH:9]=[CH:10][C:11]([C:12]#[N:13])=[CH:14][CH:15]=2)(=[O:17])=[O:16])[CH2:6][CH2:5][CH2:4][CH2:3][CH2:2]1. (5) Given the reactants F[C:2]1[N:7]=[C:6]([NH2:8])[CH:5]=[CH:4][CH:3]=1.[CH2:9]([CH:11]1[CH2:15][CH2:14][CH2:13][NH:12]1)[CH3:10], predict the reaction product. The product is: [CH2:9]([CH:11]1[CH2:15][CH2:14][CH2:13][N:12]1[C:2]1[N:7]=[C:6]([NH2:8])[CH:5]=[CH:4][CH:3]=1)[CH3:10].